This data is from Forward reaction prediction with 1.9M reactions from USPTO patents (1976-2016). The task is: Predict the product of the given reaction. (1) Given the reactants [Br:1][C:2]1[CH:7]=[CH:6][N:5]=[C:4](F)[CH:3]=1.[CH3:9][CH:10]([CH3:13])[CH2:11][NH2:12], predict the reaction product. The product is: [Br:1][C:2]1[CH:7]=[CH:6][N:5]=[C:4]([NH:12][CH2:11][CH:10]([CH3:13])[CH3:9])[CH:3]=1. (2) Given the reactants N[C:2]1[S:3][C:4]([I:12])=[C:5]([C:7]([O:9][CH2:10][CH3:11])=[O:8])[N:6]=1.C(ON=O)(C)(C)C, predict the reaction product. The product is: [I:12][C:4]1[S:3][CH:2]=[N:6][C:5]=1[C:7]([O:9][CH2:10][CH3:11])=[O:8]. (3) Given the reactants [C:1]([C:5]1[CH:10]=[C:9]([Cl:11])[N:8]=[CH:7][C:6]=1[NH:12]C(=O)OC(C)(C)C)#[C:2][CH2:3][CH3:4].CCCC[N+](CCCC)(CCCC)CCCC.[F-], predict the reaction product. The product is: [CH2:3]([C:2]1[NH:12][C:6]2=[CH:7][N:8]=[C:9]([Cl:11])[CH:10]=[C:5]2[CH:1]=1)[CH3:4]. (4) Given the reactants [C:1]([C:5]1[CH:6]=[C:7]([C:19]([O:21][CH3:22])=[O:20])[CH:8]=[C:9]([C:12]2[CH:17]=[CH:16][C:15]([CH3:18])=[CH:14][CH:13]=2)[C:10]=1[OH:11])([CH3:4])([CH3:3])[CH3:2].[CH2:23](Br)[CH:24]([CH3:26])[CH3:25], predict the reaction product. The product is: [C:1]([C:5]1[CH:6]=[C:7]([C:19]([O:21][CH3:22])=[O:20])[CH:8]=[C:9]([C:12]2[CH:17]=[CH:16][C:15]([CH3:18])=[CH:14][CH:13]=2)[C:10]=1[O:11][CH2:23][CH:24]([CH3:26])[CH3:25])([CH3:4])([CH3:2])[CH3:3]. (5) The product is: [F:24][C:21]1[CH:22]=[CH:23][C:18]([N:15]2[CH:16]=[CH:17][C:12]3=[N:11][C:10]([CH2:9][O:7][C:1]4[CH:6]=[CH:5][CH:4]=[CH:3][CH:2]=4)=[CH:26][N:13]3[C:14]2=[O:25])=[CH:19][CH:20]=1. Given the reactants [C:1]1([OH:7])[CH:6]=[CH:5][CH:4]=[CH:3][CH:2]=1.Cl[CH2:9][C:10]1[N:11]=[C:12]2[CH:17]=[CH:16][N:15]([C:18]3[CH:23]=[CH:22][C:21]([F:24])=[CH:20][CH:19]=3)[C:14](=[O:25])[N:13]2[CH:26]=1.C([O-])([O-])=O.[K+].[K+], predict the reaction product. (6) Given the reactants [CH3:1][C:2]1[O:6][C:5]([C:7]2[CH:14]=[CH:13][C:10]([CH:11]=O)=[CH:9][CH:8]=2)=[N:4][N:3]=1.[OH-:15].[K+].[CH:17](Br)(Br)Br.[OH-:21].[K+].[CH3:23][OH:24], predict the reaction product. The product is: [CH3:17][O:15][CH:11]([C:10]1[CH:13]=[CH:14][C:7]([C:5]2[O:6][C:2]([CH3:1])=[N:3][N:4]=2)=[CH:8][CH:9]=1)[C:23]([OH:24])=[O:21]. (7) Given the reactants [Cl:1][C:2]1[CH:9]=[C:8]([Cl:10])[CH:7]=[CH:6][C:3]=1[CH:4]=O.C([O-])(=O)C.[NH4+].[N+:16]([CH2:19][CH3:20])([O-:18])=[O:17], predict the reaction product. The product is: [Cl:1][C:2]1[CH:9]=[C:8]([Cl:10])[CH:7]=[CH:6][C:3]=1[CH:4]=[C:19]([N+:16]([O-:18])=[O:17])[CH3:20].